Dataset: Catalyst prediction with 721,799 reactions and 888 catalyst types from USPTO. Task: Predict which catalyst facilitates the given reaction. (1) Reactant: CS(O[CH2:6][C:7]1[CH:12]=[CH:11][CH:10]=[C:9]([O:13][CH2:14][C:15]2[C:20]([CH3:21])=[CH:19][CH:18]=[CH:17][C:16]=2[CH3:22])[C:8]=1[O:23][CH3:24])(=O)=O.[C-:25]#[N:26].[Na+]. Product: [CH3:22][C:16]1[CH:17]=[CH:18][CH:19]=[C:20]([CH3:21])[C:15]=1[CH2:14][O:13][C:9]1[C:8]([O:23][CH3:24])=[C:7]([CH2:6][C:25]#[N:26])[CH:12]=[CH:11][CH:10]=1. The catalyst class is: 31. (2) Reactant: [Cl:1][C:2]1[CH:21]=[CH:20][C:19](CC=C)=[CH:18][C:3]=1[C:4]([NH:6][CH2:7][C:8]12[CH2:17][CH:12]3[CH2:13][CH:14]([CH2:16][CH:10]([CH2:11]3)[CH2:9]1)[CH2:15]2)=[O:5].[C:25]([OH:29])(C)([CH3:27])[CH3:26].CC[C@H]1[C@H]2C[C@H]([C@H](OC3C4C(=CC=CC=4)C(O[C@H](C4C=CN=C5C=4C=C(OC)C=C5)[C@@H]4N5C[C@H](CC)[C@@H](CC5)C4)=NN=3)C3C=CN=C4C=3C=C([O:51]C)C=C4)N(CC2)C1.S([O-])([O-])=O.[Na+].[Na+]. Product: [Cl:1][C:2]1[CH:21]=[CH:20][C:19]([CH2:26][CH:25]([OH:29])[CH2:27][OH:51])=[CH:18][C:3]=1[C:4]([NH:6][CH2:7][C:8]12[CH2:17][CH:12]3[CH2:13][CH:14]([CH2:16][CH:10]([CH2:11]3)[CH2:9]1)[CH2:15]2)=[O:5]. The catalyst class is: 84. (3) Reactant: [C:1](#[N:5])[CH2:2][C:3]#[N:4].IC[CH2:8][C:9]([F:12])([F:11])[F:10].[H-].[Na+]. Product: [F:10][C:9]([F:12])([F:11])[CH2:8][C:2]([CH2:8][C:9]([F:12])([F:11])[F:10])([C:1]#[N:5])[C:3]#[N:4]. The catalyst class is: 1. (4) Reactant: [C:1]([O:6][CH3:7])(=[O:5])[CH:2]([CH3:4])[CH3:3].[Li+].C[Si]([N-][Si](C)(C)C)(C)C.[CH:18]1(/[CH:21]=[N:22]/[S:23]([C:25]([CH3:28])([CH3:27])[CH3:26])=[O:24])[CH2:20][CH2:19]1. Product: [CH3:7][O:6][C:1](=[O:5])[C:2]([CH3:4])([CH3:3])[CH:21]([CH:18]1[CH2:19][CH2:20]1)[NH:22][S:23]([C:25]([CH3:28])([CH3:27])[CH3:26])=[O:24]. The catalyst class is: 1. (5) The catalyst class is: 8. Product: [ClH:12].[NH:7]=[C:6]([N:19]1[CH2:23][CH2:22][CH2:21][CH2:20]1)[C:5]1[CH:8]=[CH:9][C:2]([OH:1])=[C:3]([O:10][CH3:11])[CH:4]=1. Reactant: [OH:1][C:2]1[CH:9]=[CH:8][C:5]([C:6]#[N:7])=[CH:4][C:3]=1[O:10][CH3:11].[ClH:12].O1CCOCC1.[NH:19]1[CH2:23][CH2:22][CH2:21][CH2:20]1. (6) Reactant: [CH3:1][CH:2]([CH2:4][CH:5]([N:17]([CH3:19])[CH3:18])[C:6]1([C:10]2[CH:11]=[CH:12][C:13]([Cl:16])=[CH:14][CH:15]=2)[CH2:9][CH2:8][CH2:7]1)[CH3:3]. Product: [CH3:3][CH:2]([CH2:4][C@H:5]([N:17]([CH3:18])[CH3:19])[C:6]1([C:10]2[CH:15]=[CH:14][C:13]([Cl:16])=[CH:12][CH:11]=2)[CH2:7][CH2:8][CH2:9]1)[CH3:1]. The catalyst class is: 13. (7) Reactant: [Cl:1][C:2]1[CH:11]=[CH:10][CH:9]=[C:8]2[C:3]=1[CH2:4][CH2:5][C:6](=[O:12])[NH:7]2.[Br:13]N1C(=O)CCC1=O. Product: [Br:13][C:11]1[C:2]([Cl:1])=[C:3]2[C:8](=[CH:9][CH:10]=1)[NH:7][C:6](=[O:12])[CH2:5][CH2:4]2. The catalyst class is: 9. (8) Reactant: [F:1][C:2]1[CH:10]=[CH:9][C:5]([C:6]([NH2:8])=O)=[CH:4][C:3]=1[CH3:11]. Product: [F:1][C:2]1[CH:10]=[CH:9][C:5]([C:6]#[N:8])=[CH:4][C:3]=1[CH3:11]. The catalyst class is: 286.